Dataset: Forward reaction prediction with 1.9M reactions from USPTO patents (1976-2016). Task: Predict the product of the given reaction. Given the reactants [Cl:1][C:2]1[CH:7]=[CH:6][C:5]([N:8]2[CH:12]=[CH:11][C:10]([C:13](OC)=[O:14])=[N:9]2)=[CH:4][CH:3]=1, predict the reaction product. The product is: [Cl:1][C:2]1[CH:3]=[CH:4][C:5]([N:8]2[CH:12]=[CH:11][C:10]([CH2:13][OH:14])=[N:9]2)=[CH:6][CH:7]=1.